Dataset: Full USPTO retrosynthesis dataset with 1.9M reactions from patents (1976-2016). Task: Predict the reactants needed to synthesize the given product. Given the product [C:1]([C:4]1[CH:5]=[CH:6][C:7]2[C:12]3[CH:13]=[C:14]4[CH2:15][CH2:16][CH2:17][C:18](=[O:21])[C:19]4=[CH:20][C:11]=3[O:10][CH2:9][C:8]=2[CH:22]=1)(=[O:3])[CH3:2], predict the reactants needed to synthesize it. The reactants are: [C:1]([C:4]1[CH:5]=[CH:6][C:7](Br)=[C:8]([CH:22]=1)[CH2:9][O:10][C:11]1[CH:20]=[C:19]2[C:14]([CH2:15][CH2:16][CH2:17][C:18]2=[O:21])=[CH:13][CH:12]=1)(=[O:3])[CH3:2].C1(P(C2C=CC=CC=2)C2C=CC=CC=2)C=CC=CC=1.C(O)(=O)C(C)(C)C.C(=O)([O-])[O-].[K+].[K+].